This data is from Catalyst prediction with 721,799 reactions and 888 catalyst types from USPTO. The task is: Predict which catalyst facilitates the given reaction. (1) Reactant: [NH:1]1[C:5]2[CH:6]=[CH:7][CH:8]=[CH:9][C:4]=2[N:3]=[N:2]1.Cl[C:11]1[C:16]([C:17]([O:19][CH3:20])=[O:18])=[CH:15][N:14]=[C:13]([Cl:21])[CH:12]=1. Product: [N:1]1([C:11]2[C:16]([C:17]([O:19][CH3:20])=[O:18])=[CH:15][N:14]=[C:13]([Cl:21])[CH:12]=2)[C:5]2[CH:6]=[CH:7][CH:8]=[CH:9][C:4]=2[N:3]=[N:2]1. The catalyst class is: 25. (2) Reactant: [Cl:1][C:2]1[CH:3]=[C:4]([CH:25]=[C:26]([Cl:28])[CH:27]=1)[CH2:5][O:6][C:7]([NH:9][CH:10]1[CH2:16][CH:15]2[N:17](C(OC(C)(C)C)=O)[CH:12]([CH2:13][CH2:14]2)[CH2:11]1)=[O:8].Cl. Product: [ClH:1].[CH:15]12[NH:17][CH:12]([CH2:13][CH2:14]1)[CH2:11][CH:10]([NH:9][C:7](=[O:8])[O:6][CH2:5][C:4]1[CH:3]=[C:2]([Cl:1])[CH:27]=[C:26]([Cl:28])[CH:25]=1)[CH2:16]2. The catalyst class is: 12. (3) Reactant: [C:1]([C:3]1[S:7][C:6]([C:8]2[CH:16]=[CH:15][C:11]([C:12]([OH:14])=O)=[CH:10][CH:9]=2)=[CH:5][CH:4]=1)#[N:2].CCN=C=NCCCN(C)C.Cl.C1C=CC2N(O)N=NC=2C=1.CCN(C(C)C)C(C)C.[NH:48]1[CH2:52][CH2:51][CH2:50][C@H:49]1[CH2:53][N:54]1[CH2:58][CH2:57][CH2:56][CH2:55]1. Product: [N:54]1([CH2:53][C@@H:49]2[CH2:50][CH2:51][CH2:52][N:48]2[C:12]([C:11]2[CH:10]=[CH:9][C:8]([C:6]3[S:7][C:3]([C:1]#[N:2])=[CH:4][CH:5]=3)=[CH:16][CH:15]=2)=[O:14])[CH2:58][CH2:57][CH2:56][CH2:55]1. The catalyst class is: 174. (4) Reactant: [C:1]([C:3]1[CH:13]=[CH:12][C:6]([CH:7]=[CH:8][C:9]([OH:11])=[O:10])=[CH:5][CH:4]=1)#[N:2].O[N:15]1[C:19](=[O:20])[CH2:18][CH2:17][C:16]1=[O:21].CCN=C=NCCCN(C)C.Cl. Product: [C:1]([C:3]1[CH:13]=[CH:12][C:6]([CH:7]=[CH:8][C:9]([O:11][N:15]2[C:19](=[O:20])[CH2:18][CH2:17][C:16]2=[O:21])=[O:10])=[CH:5][CH:4]=1)#[N:2]. The catalyst class is: 2. (5) Reactant: FC(F)(F)C(O)=O.[NH2:8][CH:9]([CH2:22][C:23]1[CH:28]=[CH:27][CH:26]=[CH:25][CH:24]=1)[C@H:10]([OH:21])[C:11]([NH:13][CH2:14][C:15]1[CH:20]=[CH:19][CH:18]=[CH:17][CH:16]=1)=[O:12].C(N(CC)C(C)C)(C)C.[CH2:38]([O:45][C:46]([NH:48][C@@H:49]([CH3:65])[C:50]([NH:52][C@@H:53]([CH2:57][C:58]1[CH:63]=[CH:62][C:61]([Cl:64])=[CH:60][CH:59]=1)[C:54](O)=[O:55])=[O:51])=[O:47])[C:39]1[CH:44]=[CH:43][CH:42]=[CH:41][CH:40]=1.CN(C(ON1N=NC2C=CC=NC1=2)=[N+](C)C)C.F[P-](F)(F)(F)(F)F. Product: [CH2:38]([O:45][C:46](=[O:47])[NH:48][C@H:49]([C:50](=[O:51])[NH:52][C@H:53]([C:54](=[O:55])[NH:8][C@@H:9]([CH2:22][C:23]1[CH:28]=[CH:27][CH:26]=[CH:25][CH:24]=1)[CH:10]([C:11](=[O:12])[NH:13][CH2:14][C:15]1[CH:20]=[CH:19][CH:18]=[CH:17][CH:16]=1)[OH:21])[CH2:57][C:58]1[CH:63]=[CH:62][C:61]([Cl:64])=[CH:60][CH:59]=1)[CH3:65])[C:39]1[CH:44]=[CH:43][CH:42]=[CH:41][CH:40]=1. The catalyst class is: 3. (6) Reactant: O1CCCC1.[OH-].[Na+].[NH2:8][C:9]1[C:14]([C:15]2[O:19][N:18]=[C:17]([CH2:20][C:21]3[CH:26]=[CH:25][C:24]([OH:27])=[CH:23][CH:22]=3)[CH:16]=2)=[CH:13][CH:12]=[CH:11][N:10]=1.[Cl:28][C:29]1[CH:34]=[CH:33][CH:32]=[C:31]([CH2:35]Cl)[N:30]=1. Product: [Cl:28][C:29]1[N:30]=[C:31]([CH2:35][O:27][C:24]2[CH:25]=[CH:26][C:21]([CH2:20][C:17]3[CH:16]=[C:15]([C:14]4[C:9]([NH2:8])=[N:10][CH:11]=[CH:12][CH:13]=4)[O:19][N:18]=3)=[CH:22][CH:23]=2)[CH:32]=[CH:33][CH:34]=1. The catalyst class is: 9. (7) Reactant: [CH3:1][C:2]1[C:10]([C:11](=O)[CH2:12][N:13]2[CH2:30][CH2:29][C:16]3([C:20](=[O:21])[N:19]([C:22]4[CH2:23][O:24][C:25](=[O:28])[C:26]=4[CH3:27])[CH2:18][CH2:17]3)[CH2:15][CH2:14]2)=[CH:9][CH:8]=[C:7]2[C:3]=1[CH2:4][O:5][C:6]2=[O:32].[CH3:33][NH2:34].CCO.[BH4-].[Na+]. Product: [CH3:33][NH:34][CH:11]([C:10]1[CH:9]=[CH:8][C:7]2[C:6](=[O:32])[O:5][CH2:4][C:3]=2[C:2]=1[CH3:1])[CH2:12][N:13]1[CH2:14][CH2:15][C:16]2([C:20](=[O:21])[N:19]([C:22]3[CH2:23][O:24][C:25](=[O:28])[C:26]=3[CH3:27])[CH2:18][CH2:17]2)[CH2:29][CH2:30]1. The catalyst class is: 1. (8) Reactant: [Br:1][C:2]1[CH:3]=[C:4]([CH2:8][NH:9][S:10]([CH2:13][CH3:14])(=[O:12])=[O:11])[CH:5]=[N:6][CH:7]=1.[H-].[Na+].I[CH3:18]. Product: [Br:1][C:2]1[CH:3]=[C:4]([CH2:8][N:9]([CH3:18])[S:10]([CH2:13][CH3:14])(=[O:11])=[O:12])[CH:5]=[N:6][CH:7]=1. The catalyst class is: 3.